Dataset: Catalyst prediction with 721,799 reactions and 888 catalyst types from USPTO. Task: Predict which catalyst facilitates the given reaction. (1) Reactant: [CH3:1][C:2]1[C:6]2[C:7]3[CH:15]=[CH:14][CH:13]=[CH:12][C:8]=3[NH:9][CH2:10][CH2:11][C:5]=2[O:4][N:3]=1.[Li+].C[Si]([N-][Si](C)(C)C)(C)C.I[CH2:27][CH2:28][CH3:29]. Product: [CH3:1][C:2]1[C:6]2[C:7]3[CH:15]=[CH:14][CH:13]=[CH:12][C:8]=3[N:9]([CH2:27][CH2:28][CH3:29])[CH2:10][CH2:11][C:5]=2[O:4][N:3]=1. The catalyst class is: 1. (2) Reactant: [H-].[Na+].[NH:3]1[C:11]2[C:6](=[CH:7][C:8]([C:12]([O:14]C)=[O:13])=[CH:9][CH:10]=2)[CH:5]=[CH:4]1.Br[CH2:17][CH2:18][CH2:19][CH3:20]. Product: [CH2:17]([N:3]1[C:11]2[C:6](=[CH:7][C:8]([C:12]([OH:14])=[O:13])=[CH:9][CH:10]=2)[CH:5]=[CH:4]1)[CH2:18][CH2:19][CH3:20]. The catalyst class is: 39. (3) Reactant: [C:1]([O:5][C:6]([N:8]1[CH2:13][CH2:12][N:11]2[N:14]=[C:15]([C:17]([OH:19])=O)[CH:16]=[C:10]2[CH2:9]1)=[O:7])([CH3:4])([CH3:3])[CH3:2].CN(C(ON1N=NC2C=CC=NC1=2)=[N+](C)C)C.F[P-](F)(F)(F)(F)F.CCN(CC)CC.Cl.[CH:52]12[NH:60][CH:56]([CH2:57][CH2:58][CH2:59]1)[CH2:55][CH:54]([C:61]([O:63][CH2:64][CH3:65])=[O:62])[CH2:53]2. Product: [CH2:64]([O:63][C:61]([CH:54]1[CH2:53][CH:52]2[N:60]([C:17]([C:15]3[CH:16]=[C:10]4[CH2:9][N:8]([C:6]([O:5][C:1]([CH3:2])([CH3:3])[CH3:4])=[O:7])[CH2:13][CH2:12][N:11]4[N:14]=3)=[O:19])[CH:56]([CH2:57][CH2:58][CH2:59]2)[CH2:55]1)=[O:62])[CH3:65]. The catalyst class is: 3. (4) Reactant: [NH2:1][C:2]1[C:10]2[C:5](=[CH:6][CH:7]=[C:8]([NH:11][S:12]([C:15]3[CH:20]=[C:19]([F:21])[CH:18]=[C:17]([F:22])[CH:16]=3)(=[O:14])=[O:13])[CH:9]=2)[NH:4][N:3]=1.[C:23](Cl)(=[O:30])[C:24]1[CH:29]=[CH:28][CH:27]=[CH:26][CH:25]=1. Product: [F:21][C:19]1[CH:20]=[C:15]([S:12]([NH:11][C:8]2[CH:9]=[C:10]3[C:5](=[CH:6][CH:7]=2)[NH:4][N:3]=[C:2]3[NH:1][C:23](=[O:30])[C:24]2[CH:29]=[CH:28][CH:27]=[CH:26][CH:25]=2)(=[O:14])=[O:13])[CH:16]=[C:17]([F:22])[CH:18]=1. The catalyst class is: 17. (5) Reactant: [N:1]1[C:11]2[NH:10][C:9]3[CH:12]=[CH:13][CH:14]=[CH:15][C:8]=3[C:7](=[O:16])[NH:6][C:5]=2[CH:4]=[CH:3][CH:2]=1.[H-].[Na+].Br[CH2:20][C:21]([C:23]1[CH:28]=[CH:27][C:26]([C:29]2([NH:33][C:34](=[O:40])[O:35][C:36]([CH3:39])([CH3:38])[CH3:37])[CH2:32][CH2:31][CH2:30]2)=[CH:25][CH:24]=1)=[O:22]. Product: [O:16]=[C:7]1[N:6]([CH2:20][C:21]([C:23]2[CH:24]=[CH:25][C:26]([C:29]3([NH:33][C:34](=[O:40])[O:35][C:36]([CH3:39])([CH3:38])[CH3:37])[CH2:32][CH2:31][CH2:30]3)=[CH:27][CH:28]=2)=[O:22])[C:5]2[CH:4]=[CH:3][CH:2]=[N:1][C:11]=2[NH:10][C:9]2[CH:12]=[CH:13][CH:14]=[CH:15][C:8]1=2. The catalyst class is: 9. (6) Reactant: [CH3:1][C:2]1[N:3]=[N:4][N:5]([CH3:36])[C:6]=1[C:7]1[CH:19]=[N:18][C:17]2[C:16]3[CH:15]=[CH:14][C:13]([C:20]([OH:22])=O)=[CH:12][C:11]=3[N:10]([C@@H:23]([CH:30]3[CH2:35][CH2:34][O:33][CH2:32][CH2:31]3)[C:24]3[CH:29]=[CH:28][CH:27]=[CH:26][CH:25]=3)[C:9]=2[CH:8]=1.Cl.[F:38][CH:39]1[CH2:42][NH:41][CH2:40]1.CCN(C(C)C)C(C)C.CN(C(ON1N=NC2C=CC=NC1=2)=[N+](C)C)C.F[P-](F)(F)(F)(F)F. Product: [F:38][CH:39]1[CH2:42][N:41]([C:20]([C:13]2[CH:14]=[CH:15][C:16]3[C:17]4[N:18]=[CH:19][C:7]([C:6]5[N:5]([CH3:36])[N:4]=[N:3][C:2]=5[CH3:1])=[CH:8][C:9]=4[N:10]([C@@H:23]([CH:30]4[CH2:35][CH2:34][O:33][CH2:32][CH2:31]4)[C:24]4[CH:25]=[CH:26][CH:27]=[CH:28][CH:29]=4)[C:11]=3[CH:12]=2)=[O:22])[CH2:40]1. The catalyst class is: 3.